From a dataset of Forward reaction prediction with 1.9M reactions from USPTO patents (1976-2016). Predict the product of the given reaction. (1) Given the reactants [OH-].[Na+].[N+:3]([C:6]1[CH:7]=[C:8]([OH:13])[C:9]([OH:12])=[CH:10][CH:11]=1)([O-:5])=[O:4].I[CH:15]([CH3:17])[CH3:16], predict the reaction product. The product is: [CH:15]([O:12][C:9]1[CH:10]=[CH:11][C:6]([N+:3]([O-:5])=[O:4])=[CH:7][C:8]=1[OH:13])([CH3:17])[CH3:16]. (2) Given the reactants C1(P(C2C=CC=CC=2)C2C3OC4C(=CC=CC=4P(C4C=CC=CC=4)C4C=CC=CC=4)C(C)(C)C=3C=CC=2)C=CC=CC=1.[NH2:43][C:44]1[CH:52]=[C:51]2[C:47]([C:48]([CH3:62])([CH3:61])[C:49](=[O:60])[N:50]2[C:53]([O:55][C:56]([CH3:59])([CH3:58])[CH3:57])=[O:54])=[CH:46][CH:45]=1.Br[C:64]1[N:86]=[C:67]2[CH:68]=[CH:69][CH:70]=[C:71]([NH:72][C@H:73]3[CH2:78][CH2:77][CH2:76][N:75]([C:79]([O:81][C:82]([CH3:85])([CH3:84])[CH3:83])=[O:80])[CH2:74]3)[N:66]2[N:65]=1.C(=O)([O-])[O-].[K+].[K+], predict the reaction product. The product is: [C:82]([O:81][C:79]([N:75]1[CH2:76][CH2:77][CH2:78][C@H:73]([NH:72][C:71]2[N:66]3[N:65]=[C:64]([NH:43][C:44]4[CH:52]=[C:51]5[C:47]([C:48]([CH3:62])([CH3:61])[C:49](=[O:60])[N:50]5[C:53]([O:55][C:56]([CH3:57])([CH3:59])[CH3:58])=[O:54])=[CH:46][CH:45]=4)[N:86]=[C:67]3[CH:68]=[CH:69][CH:70]=2)[CH2:74]1)=[O:80])([CH3:85])([CH3:83])[CH3:84]. (3) Given the reactants [C:1]([C:3]1[CH:4]=[C:5]([C:9]2[CH:14]=[CH:13][C:12]([CH:15]([CH2:27][CH:28]=O)[C:16]([NH:18][C:19]3[CH:24]=[C:23]([Cl:25])[CH:22]=[C:21]([Cl:26])[CH:20]=3)=[O:17])=[CH:11][CH:10]=2)[CH:6]=[CH:7][CH:8]=1)#[N:2].[CH3:30][NH2:31], predict the reaction product. The product is: [C:1]([C:3]1[CH:4]=[C:5]([C:9]2[CH:14]=[CH:13][C:12]([CH:15]([CH2:27][CH2:28][NH:31][CH3:30])[C:16]([NH:18][C:19]3[CH:24]=[C:23]([Cl:25])[CH:22]=[C:21]([Cl:26])[CH:20]=3)=[O:17])=[CH:11][CH:10]=2)[CH:6]=[CH:7][CH:8]=1)#[N:2].